From a dataset of Reaction yield outcomes from USPTO patents with 853,638 reactions. Predict the reaction yield, written as a fraction of the theoretical maximum amount of product (1.0 means a 100% yield; for example, 0.34 means a 34% yield). (1) The reactants are [OH:1][C:2]1[CH:11]=[CH:10][C:9]2[O:8][C:7](=[O:12])[CH:6]=[CH:5][C:4]=2[C:3]=1[C:13]([O:15][CH3:16])=[O:14].CCN(C(C)C)C(C)C.[CH3:26][O:27][CH2:28]Cl.O. The catalyst is ClCCl. The product is [CH3:26][O:27][CH2:28][O:1][C:2]1[CH:11]=[CH:10][C:9]2[O:8][C:7](=[O:12])[CH:6]=[CH:5][C:4]=2[C:3]=1[C:13]([O:15][CH3:16])=[O:14]. The yield is 0.960. (2) The reactants are [NH2:1][C:2]1[CH:7]=[CH:6][C:5]([N:8]2[CH:13]=[CH:12][C:11](=[O:14])[CH2:10][CH2:9]2)=[C:4]([F:15])[CH:3]=1.N1C=CC=CC=1.Cl[C:23]([O:25][CH2:26][CH:27]([CH3:29])[CH3:28])=[O:24].C(OCC)(=O)C. The catalyst is ClCCl. The product is [F:15][C:4]1[CH:3]=[C:2]([NH:1][C:23](=[O:24])[O:25][CH2:26][CH:27]([CH3:29])[CH3:28])[CH:7]=[CH:6][C:5]=1[N:8]1[CH:9]=[CH:10][C:11](=[O:14])[CH2:12][CH2:13]1. The yield is 0.720. (3) The reactants are C([O:3][C:4]([CH:6]1[CH2:11][N:10]([C:12]([N:14]2[CH2:19][CH2:18][O:17][CH2:16][CH2:15]2)=[O:13])[CH2:9][CH2:8][N:7]1[S:20]([C:23]1[CH:28]=[CH:27][C:26]([O:29][CH2:30][C:31]#[C:32][CH3:33])=[CH:25][CH:24]=1)(=[O:22])=[O:21])=[O:5])C.O.[OH-].[Li+]. The catalyst is C1COCC1.CO.O. The product is [CH2:30]([O:29][C:26]1[CH:25]=[CH:24][C:23]([S:20]([N:7]2[CH2:8][CH2:9][N:10]([C:12]([N:14]3[CH2:19][CH2:18][O:17][CH2:16][CH2:15]3)=[O:13])[CH2:11][CH:6]2[C:4]([OH:5])=[O:3])(=[O:22])=[O:21])=[CH:28][CH:27]=1)[C:31]#[C:32][CH3:33]. The yield is 0.530. (4) The reactants are B(Br)(Br)Br.[CH3:5][C:6]1[C:14]([O:15][C:16]2[CH:21]=[CH:20][C:19]([O:22]C)=[C:18]([CH:24]([CH3:26])[CH3:25])[CH:17]=2)=[C:13]([CH3:27])[CH:12]=[C:11]2[C:7]=1[CH2:8][P:9](=[O:29])([OH:28])[CH2:10]2. The yield is 0.490. The catalyst is ClCCl. The product is [CH3:5][C:6]1[C:14]([O:15][C:16]2[CH:21]=[CH:20][C:19]([OH:22])=[C:18]([CH:24]([CH3:26])[CH3:25])[CH:17]=2)=[C:13]([CH3:27])[CH:12]=[C:11]2[C:7]=1[CH2:8][P:9](=[O:28])([OH:29])[CH2:10]2.